This data is from Forward reaction prediction with 1.9M reactions from USPTO patents (1976-2016). The task is: Predict the product of the given reaction. The product is: [CH3:14][C:15]1([CH3:24])[O:23][C@@H:22]([C:20]([OH:21])=[O:19])[C@@H:17]([CH2:18][S:11][C:2]2[CH:3]=[CH:4][C:5]3[C:10](=[CH:9][CH:8]=[CH:7][CH:6]=3)[CH:1]=2)[O:16]1. Given the reactants [CH:1]1[C:10]2[C:5](=[CH:6][CH:7]=[CH:8][CH:9]=2)[CH:4]=[CH:3][C:2]=1[SH:11].[H-].[Na+].[CH3:14][C:15]1([CH3:24])[O:23][C@@H:22]2[C@@H:17]([CH2:18][O:19][C:20]2=[O:21])[O:16]1, predict the reaction product.